The task is: Predict which catalyst facilitates the given reaction.. This data is from Catalyst prediction with 721,799 reactions and 888 catalyst types from USPTO. (1) Reactant: [Br:1][C:2]1[CH:3]=[C:4]([C:11]([F:14])([F:13])[F:12])[C:5]([OH:10])=[C:6]([CH:9]=1)[CH:7]=[O:8].[C:15](=O)([O-])[O-].[K+].[K+].COS(=O)(=O)OC.O. Product: [Br:1][C:2]1[CH:3]=[C:4]([C:11]([F:12])([F:13])[F:14])[C:5]([O:10][CH3:15])=[C:6]([CH:9]=1)[CH:7]=[O:8]. The catalyst class is: 9. (2) Reactant: [C:1]([O:5][C:6]([NH:8][C@H:9]([CH2:39][C:40](=[O:63])[NH:41][CH2:42][C@@H:43]([NH:55][C:56]([O:58][C:59]([CH3:62])([CH3:61])[CH3:60])=[O:57])[CH2:44][CH2:45][CH2:46][NH:47][C:48](=[O:54])[O:49][C:50]([CH3:53])([CH3:52])[CH3:51])[CH2:10][CH2:11][CH2:12][NH:13][C:14](=[O:38])[C@@H:15]([NH:27]C(=O)OCC1C=CC=CC=1)[CH2:16][CH2:17][CH2:18][NH:19][C:20]([O:22][C:23]([CH3:26])([CH3:25])[CH3:24])=[O:21])=[O:7])([CH3:4])([CH3:3])[CH3:2]. Product: [NH2:27][C@H:15]([C:14](=[O:38])[NH:13][CH2:12][CH2:11][CH2:10][C@H:9]([NH:8][C:6]([O:5][C:1]([CH3:4])([CH3:3])[CH3:2])=[O:7])[CH2:39][C:40](=[O:63])[NH:41][CH2:42][C@@H:43]([NH:55][C:56]([O:58][C:59]([CH3:61])([CH3:60])[CH3:62])=[O:57])[CH2:44][CH2:45][CH2:46][NH:47][C:48](=[O:54])[O:49][C:50]([CH3:51])([CH3:52])[CH3:53])[CH2:16][CH2:17][CH2:18][NH:19][C:20](=[O:21])[O:22][C:23]([CH3:24])([CH3:25])[CH3:26]. The catalyst class is: 29. (3) Reactant: [F:1][C:2]1[N:9]=[CH:8][CH:7]=[C:6]([I:10])[C:3]=1[CH:4]=[O:5].[BH4-].[Na+].Cl. Product: [F:1][C:2]1[C:3]([CH2:4][OH:5])=[C:6]([I:10])[CH:7]=[CH:8][N:9]=1. The catalyst class is: 14. (4) Reactant: [Br:1][C:2]1[N:3]=[C:4]([CH:33]2[CH2:36][CH2:35][CH2:34]2)[N:5](COCC[Si](C)(C)C)[C:6]=1[C:7]1[CH:12]=[CH:11][N:10]=[C:9]([NH:13][CH2:14][C@@H:15]([NH:17]C(=O)OC(C)(C)C)[CH3:16])[N:8]=1. Product: [Br:1][C:2]1[N:3]=[C:4]([CH:33]2[CH2:36][CH2:35][CH2:34]2)[NH:5][C:6]=1[C:7]1[CH:12]=[CH:11][N:10]=[C:9]([NH:13][CH2:14][C@@H:15]([NH2:17])[CH3:16])[N:8]=1. The catalyst class is: 209. (5) Reactant: Br[C:2]1[CH:7]=[CH:6][CH:5]=[C:4]([Br:8])[N:3]=1.[O-:9][CH2:10][CH3:11].[Na+].C(=O)(O)[O-].[Na+]. Product: [Br:8][C:4]1[CH:5]=[CH:6][CH:7]=[C:2]([O:9][CH2:10][CH3:11])[N:3]=1. The catalyst class is: 8.